Dataset: Catalyst prediction with 721,799 reactions and 888 catalyst types from USPTO. Task: Predict which catalyst facilitates the given reaction. (1) Reactant: Br[C:2]1[C:7]([Cl:8])=[CH:6][C:5]([NH:9][C:10]2[N:14]=[C:13]([NH2:15])[NH:12][N:11]=2)=[CH:4][C:3]=1[Cl:16].ClC1C=C(N=C=S)C=C(C(F)(F)F)C=1C1C=CC(S(NC2(C)CC2)(=O)=O)=CC=1.[N:45]1([S:50]([C:53]2[CH:58]=[CH:57][C:56](B(O)O)=[CH:55][CH:54]=2)(=[O:52])=[O:51])[CH2:49][CH2:48][CH2:47][CH2:46]1.C([O-])([O-])=O.[Na+].[Na+]. Product: [Cl:16][C:3]1[CH:4]=[C:5]([NH:9][C:10]2[N:14]=[C:13]([NH2:15])[NH:12][N:11]=2)[CH:6]=[C:7]([Cl:8])[C:2]=1[C:56]1[CH:57]=[CH:58][C:53]([S:50]([N:45]2[CH2:46][CH2:47][CH2:48][CH2:49]2)(=[O:52])=[O:51])=[CH:54][CH:55]=1. The catalyst class is: 57. (2) Product: [Br:10][C:4]1[CH:5]=[N:6][NH:7][C:3]=1[C:2]([F:9])([F:8])[F:1]. The catalyst class is: 10. Reactant: [F:1][C:2]([F:9])([F:8])[C:3]1[NH:7][N:6]=[CH:5][CH:4]=1.[Br:10]NC(=O)CCC(N)=O.C(OCC)(=O)C.O. (3) Reactant: [Cl:1][C:2]1[N:3]=[CH:4][N:5]([C:18]2[CH:23]=[CH:22][C:21]([S:24]([CH3:27])(=[O:26])=[O:25])=[CH:20][CH:19]=2)[C:6]=1[C:7]1[CH:12]=[CH:11][C:10]([N:13]2[CH2:17][CH2:16][CH2:15][CH2:14]2)=[CH:9][CH:8]=1.[Cl:28]N1C(=O)CCC1=O. Product: [Cl:1][C:2]1[N:3]=[CH:4][N:5]([C:18]2[CH:23]=[CH:22][C:21]([S:24]([CH3:27])(=[O:26])=[O:25])=[CH:20][CH:19]=2)[C:6]=1[C:7]1[CH:12]=[CH:11][C:10]([N:13]2[CH2:17][CH2:16][CH2:15][CH2:14]2)=[C:9]([Cl:28])[CH:8]=1. The catalyst class is: 10. (4) Reactant: C[O:2][C:3]([C:5]1[CH:6]=[CH:7][C:8]([C:11]([OH:13])=O)=[N:9][CH:10]=1)=[O:4].CN(C(ON1N=NC2C=CC=NC1=2)=[N+](C)C)C.F[P-](F)(F)(F)(F)F.CCN(C(C)C)C(C)C.Cl.[F:48][C:49]1[C:50]([C@H:55]([C:57]2[CH:62]=[CH:61][C:60]([C:63]([F:66])([F:65])[F:64])=[CH:59][CH:58]=2)[NH2:56])=[N:51][CH:52]=[CH:53][CH:54]=1.Cl.FC(F)(F)C1C=CC([C@@H](C2C(C(F)(F)F)=CC=CN=2)N)=CC=1. Product: [F:48][C:49]1[C:50]([C@@H:55]([NH:56][C:11]([C:8]2[CH:7]=[CH:6][C:5]([C:3]([OH:2])=[O:4])=[CH:10][N:9]=2)=[O:13])[C:57]2[CH:62]=[CH:61][C:60]([C:63]([F:66])([F:64])[F:65])=[CH:59][CH:58]=2)=[N:51][CH:52]=[CH:53][CH:54]=1. The catalyst class is: 2. (5) Reactant: ClC1C=C2[C:8](=CC=1)[N:7](S(C1C=CC=CC=1)(=O)=O)[C:6](C(OCC)=O)=C2S(Cl)(=O)=O.Cl[S:30]([C:33]1[C:41]2[C:36](=[CH:37][CH:38]=[C:39]([O:42][CH3:43])[CH:40]=2)[N:35](S(C2C=CC=CC=2)(=O)=O)[C:34]=1[C:53]([O:55]CC)=O)(=[O:32])=[O:31].Cl.CN.C[NH:62]C. Product: [CH3:6][N:7]([CH3:8])[S:30]([C:33]1[C:41]2[C:36](=[CH:37][CH:38]=[C:39]([O:42][CH3:43])[CH:40]=2)[NH:35][C:34]=1[C:53]([NH2:62])=[O:55])(=[O:32])=[O:31]. The catalyst class is: 571. (6) Reactant: [C:1]1([C:26]2[CH:31]=[CH:30][CH:29]=[CH:28][CH:27]=2)[CH:6]=[CH:5][C:4]([C:7]([N:11]2[CH2:16][CH2:15][CH:14]([CH2:17][NH:18][C:19](=[O:25])[O:20][C:21]([CH3:24])([CH3:23])[CH3:22])[CH2:13][CH2:12]2)([C:9]#N)[CH3:8])=[CH:3][CH:2]=1.C[Mg]Br.[Cl-].[NH4+]. Product: [C:1]1([C:26]2[CH:27]=[CH:28][CH:29]=[CH:30][CH:31]=2)[CH:2]=[CH:3][C:4]([C:7]([N:11]2[CH2:16][CH2:15][CH:14]([CH2:17][NH:18][C:19](=[O:25])[O:20][C:21]([CH3:24])([CH3:23])[CH3:22])[CH2:13][CH2:12]2)([CH3:8])[CH3:9])=[CH:5][CH:6]=1. The catalyst class is: 305.